The task is: Predict which catalyst facilitates the given reaction.. This data is from Catalyst prediction with 721,799 reactions and 888 catalyst types from USPTO. (1) Reactant: [CH3:1][O:2][C:3]1[CH:11]=[CH:10][CH:9]=[C:8]2[C:4]=1[CH:5]=[C:6]([C:12]([O:14][CH2:15]C)=[O:13])[NH:7]2.[Mg].ClCCl.[Cl-].[NH4+]. Product: [CH3:1][O:2][C:3]1[CH:11]=[CH:10][CH:9]=[C:8]2[C:4]=1[CH2:5][CH:6]([C:12]([O:14][CH3:15])=[O:13])[NH:7]2. The catalyst class is: 5. (2) Reactant: [NH:1]1[C:9]2[CH2:8][CH2:7][CH2:6][C:5](=O)[C:4]=2[CH:3]=[CH:2]1.COC1C=CC(P2(SP(C3C=CC(OC)=CC=3)(=S)S2)=[S:20])=CC=1.C([O-])(O)=O.[Na+]. Product: [NH:1]1[C:9]2[CH2:8][CH2:7][CH2:6][C:5](=[S:20])[C:4]=2[CH:3]=[CH:2]1. The catalyst class is: 1.